Dataset: Reaction yield outcomes from USPTO patents with 853,638 reactions. Task: Predict the reaction yield, written as a fraction of the theoretical maximum amount of product (1.0 means a 100% yield; for example, 0.34 means a 34% yield). (1) The reactants are [C:1]([O:5][C:6]([NH:8][CH:9]1[CH2:13][CH2:12][C:11]([CH2:14][CH2:15][CH2:16][CH2:17][PH:18](=[O:22])[O:19][CH2:20][CH3:21])=[CH:10]1)=[O:7])([CH3:4])([CH3:3])[CH3:2]. The catalyst is CO.[Pt]=O. The product is [C:1]([O:5][C:6]([NH:8][C@@H:9]1[CH2:13][CH2:12][C@H:11]([CH2:14][CH2:15][CH2:16][CH2:17][PH:18](=[O:22])[O:19][CH2:20][CH3:21])[CH2:10]1)=[O:7])([CH3:4])([CH3:3])[CH3:2]. The yield is 1.00. (2) The reactants are II.[Mg].Br[C:5]1[CH:10]=[CH:9]C=[CH:7][CH:6]=1.[CH2:11]([N:18]1[CH2:23][CH2:22][C:21]([N:26]([CH3:28])[CH3:27])([C:24]#N)[CH2:20][CH2:19]1)[C:12]1[CH:17]=[CH:16][CH:15]=[CH:14][CH:13]=1.[NH4+].[Cl-]. The catalyst is C(OCC)C.CO.C(Cl)(Cl)Cl. The product is [CH2:11]([N:18]1[CH2:19][CH2:20][C:21]([C:24]2[CH:9]=[CH:10][CH:5]=[CH:6][CH:7]=2)([N:26]([CH3:27])[CH3:28])[CH2:22][CH2:23]1)[C:12]1[CH:13]=[CH:14][CH:15]=[CH:16][CH:17]=1. The yield is 0.350. (3) The reactants are Cl[C:2]1[C:11]2[CH:10]=[C:9]([CH2:12][C:13]3[CH:14]=[C:15]([CH:18]=[CH:19][CH:20]=3)[C:16]#[N:17])[CH:8]=[CH:7][C:6]=2[N:5]=[C:4]2[CH:21]=[N:22][N:23]([CH3:24])[C:3]=12.C(O)(=[O:27])C. The catalyst is O. The product is [CH3:24][N:23]1[C:3]2[C:2](=[O:27])[C:11]3[CH:10]=[C:9]([CH2:12][C:13]4[CH:14]=[C:15]([CH:18]=[CH:19][CH:20]=4)[C:16]#[N:17])[CH:8]=[CH:7][C:6]=3[NH:5][C:4]=2[CH:21]=[N:22]1. The yield is 0.860. (4) The reactants are [NH2:1][C:2]1[N:10]=[CH:9][N:8]=[C:7]2[C:3]=1[N:4]=[CH:5][N:6]2[C@@H:11]1[O:15][C@:14]([CH3:26])([O:16][CH2:17][P:18](=[O:25])([O:22][CH2:23][CH3:24])[O:19][CH2:20][CH3:21])[C@@H:13]([O:27][Si](C(C)(C)C)(C)C)[C@H:12]1[O:35][Si](C(C)(C)C)(C)C.[F-].C([N+](CCCC)(CCCC)CCCC)CCC. The catalyst is C1COCC1. The product is [NH2:1][C:2]1[N:10]=[CH:9][N:8]=[C:7]2[C:3]=1[N:4]=[CH:5][N:6]2[C@@H:11]1[O:15][C@:14]([CH3:26])([O:16][CH2:17][P:18](=[O:25])([O:19][CH2:20][CH3:21])[O:22][CH2:23][CH3:24])[C@@H:13]([OH:27])[C@H:12]1[OH:35]. The yield is 0.590. (5) The reactants are C[Si](C)(C)[N-][Si](C)(C)C.[Na+].[Cl-].[CH3:12][O:13]C[P+](C1C=CC=CC=1)(C1C=CC=CC=1)C1C=CC=CC=1.[N:34]1[CH:39]=[CH:38][CH:37]=[N:36][C:35]=1[C:40]1[CH:47]=[CH:46][C:43]([CH:44]=O)=[CH:42][CH:41]=1.Cl.C([O-])([O-])=O.[Na+].[Na+]. The catalyst is C1COCC1. The product is [N:34]1[CH:39]=[CH:38][CH:37]=[N:36][C:35]=1[C:40]1[CH:47]=[CH:46][C:43]([CH2:44][CH:12]=[O:13])=[CH:42][CH:41]=1. The yield is 0.520. (6) The reactants are [CH:1]1([CH2:6][CH:7]([C:20]2[CH:25]=[CH:24][C:23]([Cl:26])=[C:22]([Cl:27])[CH:21]=2)[C:8]([NH:10][C:11]2[CH:19]=[CH:18][C:14]([C:15]([OH:17])=O)=[CH:13][N:12]=2)=[O:9])[CH2:5][CH2:4][CH2:3][CH2:2]1.[CH:28]([N:31](CC)C(C)C)(C)C.F[P-](F)(F)(F)(F)F.N1(O[P+](N(C)C)(N(C)C)N(C)C)C2C=CC=CC=2N=N1.CN.O1CCCC1. The catalyst is CN(C)C=O.O. The product is [CH:1]1([CH2:6][CH:7]([C:20]2[CH:25]=[CH:24][C:23]([Cl:26])=[C:22]([Cl:27])[CH:21]=2)[C:8]([NH:10][C:11]2[CH:19]=[CH:18][C:14]([C:15]([NH:31][CH3:28])=[O:17])=[CH:13][N:12]=2)=[O:9])[CH2:2][CH2:3][CH2:4][CH2:5]1. The yield is 0.640. (7) The reactants are Cl[CH2:2][C:3]1[S:7][C:6]([C:8]2[NH:9][C:10]3[C:15]([CH:16]=2)=[CH:14][CH:13]=[CH:12][C:11]=3[N:17]([CH3:26])[S:18]([C:21]2[S:22][CH:23]=[CH:24][CH:25]=2)(=[O:20])=[O:19])=[N:5][CH:4]=1.C(N(CC)CC)C.Cl.[CH2:35]1[CH:40]2[CH2:41][NH:42][CH2:43][CH2:44][N:39]2[C:38](=[O:45])[CH2:37][O:36]1.CN(C)C=O. The catalyst is O. The product is [CH3:26][N:17]([C:11]1[CH:12]=[CH:13][CH:14]=[C:15]2[C:10]=1[NH:9][C:8]([C:6]1[S:7][C:3]([CH2:2][N:42]3[CH2:43][CH2:44][N:39]4[CH:40]([CH2:35][O:36][CH2:37][C:38]4=[O:45])[CH2:41]3)=[CH:4][N:5]=1)=[CH:16]2)[S:18]([C:21]1[S:22][CH:23]=[CH:24][CH:25]=1)(=[O:20])=[O:19]. The yield is 0.450. (8) The reactants are [OH:1][C:2]1[CH:3]=[C:4]([CH:9]=[CH:10][CH:11]=1)[C:5]([O:7][CH3:8])=[O:6].N1C(C)=CC=CC=1C.[F:20][C:21]([F:34])([F:33])[S:22](O[S:22]([C:21]([F:34])([F:33])[F:20])(=[O:24])=[O:23])(=[O:24])=[O:23]. The catalyst is C(Cl)Cl. The product is [F:20][C:21]([F:34])([F:33])[S:22]([O:1][C:2]1[CH:3]=[C:4]([CH:9]=[CH:10][CH:11]=1)[C:5]([O:7][CH3:8])=[O:6])(=[O:24])=[O:23]. The yield is 0.980. (9) The reactants are [CH2:1]([N:3]([CH2:11][C:12]([N:14]1[CH2:19][CH2:18][S:17][C:16]2[CH:20]=[CH:21][C:22]([N+:24]([O-:26])=[O:25])=[CH:23][C:15]1=2)=O)[C:4](=[O:10])[O:5][C:6]([CH3:9])([CH3:8])[CH3:7])[CH3:2].B.O1CCCC1. The catalyst is O1CCCC1.C(OCC)(=O)C. The product is [CH2:1]([N:3]([CH2:11][CH2:12][N:14]1[CH2:19][CH2:18][S:17][C:16]2[CH:20]=[CH:21][C:22]([N+:24]([O-:26])=[O:25])=[CH:23][C:15]1=2)[C:4](=[O:10])[O:5][C:6]([CH3:9])([CH3:7])[CH3:8])[CH3:2]. The yield is 0.950. (10) The yield is 0.980. The product is [F:1][C:2]1[CH:3]=[C:4]([NH:8][CH2:9][CH:10]([OH:15])[C:11]([F:13])([F:12])[F:14])[CH:5]=[CH:6][CH:7]=1. The catalyst is CO.[Pd]. The reactants are [F:1][C:2]1[CH:3]=[C:4]([N:8](CC2C=CC=CC=2)[CH2:9][CH:10]([OH:15])[C:11]([F:14])([F:13])[F:12])[CH:5]=[CH:6][CH:7]=1.